Predict the reaction yield, written as a fraction of the theoretical maximum amount of product (1.0 means a 100% yield; for example, 0.34 means a 34% yield). From a dataset of Reaction yield outcomes from USPTO patents with 853,638 reactions. (1) The reactants are [F-].C([N+](CCCC)(CCCC)CCCC)CCC.[F:19][C:20]1[CH:25]=[CH:24][C:23]([C:26]2[N:30]([Si](C(C)C)(C(C)C)C(C)C)[CH:29]=[C:28]([CH:41]([C:43]3[CH:48]=[CH:47][N:46]=[CH:45][CH:44]=3)[OH:42])[C:27]=2[C:49]2[CH:54]=[CH:53][N:52]=[CH:51][CH:50]=2)=[CH:22][CH:21]=1.O.Cl. The catalyst is O1CCCC1.C(O)(C)C. The product is [F:19][C:20]1[CH:21]=[CH:22][C:23]([C:26]2[NH:30][CH:29]=[C:28]([CH:41]([C:43]3[CH:48]=[CH:47][N:46]=[CH:45][CH:44]=3)[OH:42])[C:27]=2[C:49]2[CH:50]=[CH:51][N:52]=[CH:53][CH:54]=2)=[CH:24][CH:25]=1. The yield is 0.820. (2) The reactants are [CH3:1][Mg]I.C[C@@H]1C[C@H]([O:11][S:12]([C:14]2[CH:19]=[CH:18][C:17]([CH3:20])=[CH:16][CH:15]=2)=O)[C@@H](C(C)C)CC1.[NH4+].[Cl-]. The catalyst is CCOCC.C1C=CC=CC=1. The product is [CH3:1][S@:12]([C:14]1[CH:19]=[CH:18][C:17]([CH3:20])=[CH:16][CH:15]=1)=[O:11]. The yield is 0.780. (3) The reactants are [OH:1][C:2]1[CH:13]=[CH:12][C:5]2[N:6]=[C:7]([C:9]([OH:11])=O)[S:8][C:4]=2[CH:3]=1.C(N(CC)CC)C.O.ON1C2C=CC=CC=2N=N1.Cl.CN(C)CCCN=C=NCC.[NH2:44][CH:45]1[CH2:50][CH2:49][N:48]([C:51]([O:53][C:54]([CH3:57])([CH3:56])[CH3:55])=[O:52])[CH2:47][CH2:46]1. The catalyst is CN(C)C=O. The product is [OH:1][C:2]1[CH:13]=[CH:12][C:5]2[N:6]=[C:7]([C:9]([NH:44][CH:45]3[CH2:46][CH2:47][N:48]([C:51]([O:53][C:54]([CH3:57])([CH3:56])[CH3:55])=[O:52])[CH2:49][CH2:50]3)=[O:11])[S:8][C:4]=2[CH:3]=1. The yield is 0.620. (4) The reactants are Cl.[NH2:2][CH2:3][C:4]([C:6]1[CH:11]=[CH:10][CH:9]=[CH:8][CH:7]=1)=[O:5].[CH3:12][S:13](Cl)(=[O:15])=[O:14]. The catalyst is CN(C=O)C. The product is [O:5]=[C:4]([C:6]1[CH:11]=[CH:10][CH:9]=[CH:8][CH:7]=1)[CH2:3][NH:2][S:13]([CH3:12])(=[O:15])=[O:14]. The yield is 0.980. (5) The reactants are C([N:4](CC=C)[C@@H:5]([C:7]1[CH:12]=[CH:11][C:10]([C:13]([OH:16])([CH3:15])[CH3:14])=[CH:9][CH:8]=1)[CH3:6])C=C.[NH4+].[OH-]. The catalyst is C(Cl)Cl.C1C=CC([P]([Pd]([P](C2C=CC=CC=2)(C2C=CC=CC=2)C2C=CC=CC=2)([P](C2C=CC=CC=2)(C2C=CC=CC=2)C2C=CC=CC=2)[P](C2C=CC=CC=2)(C2C=CC=CC=2)C2C=CC=CC=2)(C2C=CC=CC=2)C2C=CC=CC=2)=CC=1. The product is [NH2:4][C@@H:5]([C:7]1[CH:12]=[CH:11][C:10]([C:13]([OH:16])([CH3:15])[CH3:14])=[CH:9][CH:8]=1)[CH3:6]. The yield is 0.930.